This data is from Catalyst prediction with 721,799 reactions and 888 catalyst types from USPTO. The task is: Predict which catalyst facilitates the given reaction. (1) Product: [Br:5][C:6]1[C:11]([C:12]([F:15])([F:14])[F:13])=[CH:10][C:9]2=[N:16][S:1][N:17]=[C:8]2[CH:7]=1. Reactant: [S:1](Cl)(Cl)=O.[Br:5][C:6]1[CH:7]=[C:8]([NH2:17])[C:9]([NH2:16])=[CH:10][C:11]=1[C:12]([F:15])([F:14])[F:13].C(N(CC)CC)C. The catalyst class is: 4. (2) Reactant: [Cl:1][C:2]1[CH:3]=[CH:4][C:5]([O:15][C:16]([F:19])([F:18])[F:17])=[C:6]2[C:10]=1[N:9]([CH2:11][CH2:12][O:13][CH3:14])[CH:8]=[CH:7]2.[C:20](O[C:20]([C:22]([F:25])([F:24])[F:23])=[O:21])([C:22]([F:25])([F:24])[F:23])=[O:21]. Product: [Cl:1][C:2]1[CH:3]=[CH:4][C:5]([O:15][C:16]([F:19])([F:17])[F:18])=[C:6]2[C:10]=1[N:9]([CH2:11][CH2:12][O:13][CH3:14])[CH:8]=[C:7]2[C:20](=[O:21])[C:22]([F:25])([F:24])[F:23]. The catalyst class is: 3. (3) Reactant: C(O[BH-](OC(=O)C)OC(=O)C)(=O)C.[Na+].FC(F)(F)C(O)=O.[F:22][C:23]1[C:29]([O:30][CH3:31])=[CH:28][C:27]([O:32][CH3:33])=[C:26]([F:34])[C:24]=1[NH2:25].[Cl:35][C:36]1[N:43]=[CH:42][C:41]([CH:44]=O)=[C:40]([Cl:46])[C:37]=1[C:38]#[N:39].C([O-])(O)=O.[Na+]. Product: [Cl:35][C:36]1[N:43]=[CH:42][C:41]([CH2:44][NH:25][C:24]2[C:23]([F:22])=[C:29]([O:30][CH3:31])[CH:28]=[C:27]([O:32][CH3:33])[C:26]=2[F:34])=[C:40]([Cl:46])[C:37]=1[C:38]#[N:39]. The catalyst class is: 2.